Dataset: Full USPTO retrosynthesis dataset with 1.9M reactions from patents (1976-2016). Task: Predict the reactants needed to synthesize the given product. Given the product [C:30]([O:33][C@@H:34]1[CH2:35][C@@H:34]2[O:33][C:30](=[O:32])[CH2:31][C@@H:35]2[C@H:26]1/[CH:27]=[CH:8]/[C:7](=[O:15])[CH2:6][O:5][C:4]1[CH:16]=[CH:17][CH:18]=[C:2]([Cl:1])[CH:3]=1)(=[O:32])[C:31]1[CH:4]=[CH:3][CH:2]=[CH:18][CH:17]=1, predict the reactants needed to synthesize it. The reactants are: [Cl:1][C:2]1[CH:3]=[C:4]([CH:16]=[CH:17][CH:18]=1)[O:5][CH2:6][C:7](=[O:15])[CH2:8]P(=O)(OC)OC.[Li+].[Cl-].CCN([CH2:26][CH3:27])CC.[NH4+].[Cl-].[C:30]([O:33][CH2:34][CH3:35])(=[O:32])[CH3:31].